From a dataset of Reaction yield outcomes from USPTO patents with 853,638 reactions. Predict the reaction yield, written as a fraction of the theoretical maximum amount of product (1.0 means a 100% yield; for example, 0.34 means a 34% yield). (1) The reactants are [C:1]([OH:14])(=[O:13])/[CH:2]=[CH:3]/[C:4]1[CH:12]=[CH:11][C:9]([OH:10])=[C:6]([O:7][CH3:8])[CH:5]=1.[C:15](OC(=O)C)(=[O:17])[CH3:16].Cl.C(OCC)(=O)C. The catalyst is N1C=CC=CC=1. The product is [C:15]([O:10][C:9]1[CH:11]=[CH:12][C:4](/[CH:3]=[CH:2]/[C:1]([OH:14])=[O:13])=[CH:5][C:6]=1[O:7][CH3:8])(=[O:17])[CH3:16]. The yield is 0.850. (2) The reactants are [CH3:1][O:2][C:3]1[CH:8]=[CH:7][C:6]([CH2:9][CH2:10][CH2:11][CH2:12][C:13]#[C:14][Si](C)(C)C)=[CH:5][CH:4]=1.[OH-].[Na+]. The catalyst is CO. The product is [CH2:9]([C:6]1[CH:5]=[CH:4][C:3]([O:2][CH3:1])=[CH:8][CH:7]=1)[CH2:10][CH2:11][CH2:12][C:13]#[CH:14]. The yield is 0.780. (3) The reactants are [CH2:1]([O:3][C:4](=[O:25])[C:5]1[CH:10]=[C:9]([F:11])[C:8](SCC)=[N:7][C:6]=1[NH:15][CH2:16][C:17]1[CH:22]=[CH:21][C:20]([O:23][CH3:24])=[CH:19][CH:18]=1)[CH3:2]. The catalyst is [Ni].C(O)C. The product is [CH2:1]([O:3][C:4](=[O:25])[C:5]1[CH:10]=[C:9]([F:11])[CH:8]=[N:7][C:6]=1[NH:15][CH2:16][C:17]1[CH:22]=[CH:21][C:20]([O:23][CH3:24])=[CH:19][CH:18]=1)[CH3:2]. The yield is 0.930. (4) The reactants are Cl[C:2]1[CH:7]=[CH:6][N:5]2[C:8]([CH2:11][CH:12]3[CH2:14][CH2:13]3)=[N:9][N:10]=[C:4]2[C:3]=1[C:15]#[N:16].[C:17]1([CH:23]2[CH2:28][CH2:27][NH:26][CH2:25][CH2:24]2)[CH:22]=[CH:21][CH:20]=[CH:19][CH:18]=1.C([O-])([O-])=O.[K+].[K+]. The catalyst is CC#N. The product is [CH:12]1([CH2:11][C:8]2[N:5]3[CH:6]=[CH:7][C:2]([N:26]4[CH2:27][CH2:28][CH:23]([C:17]5[CH:22]=[CH:21][CH:20]=[CH:19][CH:18]=5)[CH2:24][CH2:25]4)=[C:3]([C:15]#[N:16])[C:4]3=[N:10][N:9]=2)[CH2:14][CH2:13]1. The yield is 0.490. (5) The reactants are [OH:1][C:2]1[C:3]([C:16]([O:18][CH3:19])=[O:17])=[C:4]([O:12][CH2:13][O:14][CH3:15])[C:5]2[C:10]([CH:11]=1)=[CH:9][CH:8]=[CH:7][CH:6]=2.C1(P(C2C=CC=CC=2)C2C=CC=CC=2)C=CC=CC=1.[C:39]([O:43][C:44]([NH:46][CH2:47][CH2:48][CH2:49][CH2:50]O)=[O:45])([CH3:42])([CH3:41])[CH3:40].CCOC(/N=N/C(OCC)=O)=O. The catalyst is C1COCC1. The product is [C:39]([O:43][C:44]([NH:46][CH2:47][CH2:48][CH2:49][CH2:50][O:1][C:2]1[C:3]([C:16]([O:18][CH3:19])=[O:17])=[C:4]([O:12][CH2:13][O:14][CH3:15])[C:5]2[C:10]([CH:11]=1)=[CH:9][CH:8]=[CH:7][CH:6]=2)=[O:45])([CH3:42])([CH3:41])[CH3:40]. The yield is 0.410. (6) The reactants are [Si:1]([O:8][C@H:9]1[CH2:13][C@H:12]([N:14]2[C:18]3[N:19]=[CH:20][N:21]=[C:22]([C:23]4[NH:24][C:25]5[C:30]([CH:31]=4)=[CH:29][CH:28]=[CH:27][CH:26]=5)[C:17]=3[CH:16]=[CH:15]2)[CH2:11][C@H:10]1[CH2:32][OH:33])([C:4]([CH3:7])([CH3:6])[CH3:5])([CH3:3])[CH3:2].Cl[S:35]([NH2:38])(=[O:37])=[O:36]. The catalyst is CN(C=O)C.C(OCC)(=O)C. The product is [S:35](=[O:37])(=[O:36])([O:33][CH2:32][C@@H:10]1[CH2:11][C@@H:12]([N:14]2[C:18]3[N:19]=[CH:20][N:21]=[C:22]([C:23]4[NH:24][C:25]5[C:30]([CH:31]=4)=[CH:29][CH:28]=[CH:27][CH:26]=5)[C:17]=3[CH:16]=[CH:15]2)[CH2:13][C@@H:9]1[O:8][Si:1]([C:4]([CH3:5])([CH3:6])[CH3:7])([CH3:3])[CH3:2])[NH2:38]. The yield is 0.710.